This data is from NCI-60 drug combinations with 297,098 pairs across 59 cell lines. The task is: Regression. Given two drug SMILES strings and cell line genomic features, predict the synergy score measuring deviation from expected non-interaction effect. Drug 1: CC1CCC2CC(C(=CC=CC=CC(CC(C(=O)C(C(C(=CC(C(=O)CC(OC(=O)C3CCCCN3C(=O)C(=O)C1(O2)O)C(C)CC4CCC(C(C4)OC)OCCO)C)C)O)OC)C)C)C)OC. Synergy scores: CSS=18.8, Synergy_ZIP=-7.23, Synergy_Bliss=-4.75, Synergy_Loewe=-47.2, Synergy_HSA=-0.857. Cell line: SK-OV-3. Drug 2: C1CCC(C(C1)N)N.C(=O)(C(=O)[O-])[O-].[Pt+4].